Dataset: Catalyst prediction with 721,799 reactions and 888 catalyst types from USPTO. Task: Predict which catalyst facilitates the given reaction. (1) Reactant: [CH3:1][O:2][C:3]1([C:21]2[CH:26]=[CH:25][CH:24]=[CH:23][C:22]=2[CH3:27])[CH2:8][CH2:7][C:6]2[C:9]([C:18]([OH:20])=O)=[CH:10][C:11]3[N:12]([CH3:17])[C:13]([CH3:16])=[N:14][C:15]=3[C:5]=2[O:4]1.C[CH2:29][N:30](C(C)C)C(C)C.CN(C(ON1N=NC2C=CC=CC1=2)=[N+](C)C)C.[B-](F)(F)(F)F.CN.[Cl-].[NH4+]. Product: [CH3:29][NH:30][C:18]([C:9]1[C:6]2[CH2:7][CH2:8][C:3]([O:2][CH3:1])([C:21]3[CH:26]=[CH:25][CH:24]=[CH:23][C:22]=3[CH3:27])[O:4][C:5]=2[C:15]2[N:14]=[C:13]([CH3:16])[N:12]([CH3:17])[C:11]=2[CH:10]=1)=[O:20]. The catalyst class is: 198. (2) Reactant: [CH3:1][N:2]1[CH2:7][CH2:6][CH2:5][CH2:4][CH:3]1[CH2:8][N:9]([CH:16]1[CH2:24][C:23]2[C:18](=[CH:19][CH:20]=[CH:21][CH:22]=2)[CH2:17]1)[C:10]1[CH:15]=[CH:14][CH:13]=[CH:12][CH:11]=1.[CH3:25][I:26]. Product: [I-:26].[CH3:1][N+:2]1([CH3:25])[CH2:7][CH2:6][CH2:5][CH2:4][CH:3]1[CH2:8][N:9]([CH:16]1[CH2:24][C:23]2[C:18](=[CH:19][CH:20]=[CH:21][CH:22]=2)[CH2:17]1)[C:10]1[CH:15]=[CH:14][CH:13]=[CH:12][CH:11]=1. The catalyst class is: 26. (3) Reactant: [CH:1]([O:4][C:5]1[CH:12]=[CH:11][C:8]([CH:9]=O)=[CH:7][C:6]=1[N+:13]([O-:15])=[O:14])([CH3:3])[CH3:2].[C:16]([CH:21]=P(C1C=CC=CC=1)(C1C=CC=CC=1)C1C=CC=CC=1)([O:18][CH2:19][CH3:20])=[O:17].O1CCCC1. Product: [CH:1]([O:4][C:5]1[CH:12]=[CH:11][C:8]([CH:9]=[CH:21][C:16]([O:18][CH2:19][CH3:20])=[O:17])=[CH:7][C:6]=1[N+:13]([O-:15])=[O:14])([CH3:3])[CH3:2]. The catalyst class is: 13.